Task: Predict the product of the given reaction.. Dataset: Forward reaction prediction with 1.9M reactions from USPTO patents (1976-2016) (1) Given the reactants [C:1]1([N:7]2[C:11]3[CH:12]=[CH:13][CH:14]=[CH:15][C:10]=3[N:9]=[C:8]2[C@@H:16]([NH2:18])[CH3:17])[CH:6]=[CH:5][CH:4]=[CH:3][CH:2]=1.Cl[C:20]1[C:21]2[NH:28][CH:27]=[CH:26][C:22]=2[N:23]=[CH:24][N:25]=1.C(N(C(C)C)C(C)C)C, predict the reaction product. The product is: [C:1]1([N:7]2[C:11]3[CH:12]=[CH:13][CH:14]=[CH:15][C:10]=3[N:9]=[C:8]2[C@@H:16]([NH:18][C:20]2[C:21]3[NH:28][CH:27]=[CH:26][C:22]=3[N:23]=[CH:24][N:25]=2)[CH3:17])[CH:2]=[CH:3][CH:4]=[CH:5][CH:6]=1. (2) Given the reactants [CH:1]1([N:7]2[CH2:13][C:12]([F:15])([F:14])[C:11](=[O:16])[N:10]([CH3:17])[C:9]3[CH:18]=[N:19][C:20]([NH:22][C:23]4[CH:31]=[CH:30][C:26]([C:27]([OH:29])=O)=[CH:25][C:24]=4[O:32][CH3:33])=[N:21][C:8]2=3)[CH2:6][CH2:5][CH2:4][CH2:3][CH2:2]1.CN(C(ON1N=NC2C=CC=NC1=2)=[N+](C)C)C.F[P-](F)(F)(F)(F)F.[CH3:58][N:59]([CH3:63])[CH2:60][CH2:61][NH2:62], predict the reaction product. The product is: [CH:1]1([N:7]2[CH2:13][C:12]([F:15])([F:14])[C:11](=[O:16])[N:10]([CH3:17])[C:9]3[CH:18]=[N:19][C:20]([NH:22][C:23]4[CH:31]=[CH:30][C:26]([C:27]([NH:62][CH2:61][CH2:60][N:59]([CH3:63])[CH3:58])=[O:29])=[CH:25][C:24]=4[O:32][CH3:33])=[N:21][C:8]2=3)[CH2:2][CH2:3][CH2:4][CH2:5][CH2:6]1. (3) Given the reactants [NH2:1][CH:2]([C:10]1[C:19]2[O:18][CH2:17][CH2:16][O:15][C:14]=2[CH:13]=[CH:12][CH:11]=1)[CH2:3][CH2:4][CH2:5][C:6]([O:8]C)=O.[CH3:20][C:21]1[S:22][CH:23]=[C:24]([C:26]2[CH:27]=[C:28]([CH:31]=[CH:32][CH:33]=2)[CH:29]=O)[N:25]=1, predict the reaction product. The product is: [O:15]1[CH2:16][CH2:17][O:18][C:19]2[C:10]([CH:2]3[N:1]([CH2:29][C:28]4[CH:31]=[CH:32][CH:33]=[C:26]([C:24]5[N:25]=[C:21]([CH3:20])[S:22][CH:23]=5)[CH:27]=4)[C:6](=[O:8])[CH2:5][CH2:4][CH2:3]3)=[CH:11][CH:12]=[CH:13][C:14]1=2. (4) Given the reactants Br[C:2]1[CH:7]=[CH:6][C:5]([CH2:8][C:9]([OH:11])=[O:10])=[CH:4][CH:3]=1.[F:12][C:13]([F:24])([F:23])[C:14]1[CH:19]=[CH:18][C:17](B(O)O)=[CH:16][CH:15]=1.C(=O)([O-])[O-].[Na+].[Na+].CC(O)C.O, predict the reaction product. The product is: [F:12][C:13]([F:24])([F:23])[C:14]1[CH:19]=[CH:18][C:17]([C:2]2[CH:7]=[CH:6][C:5]([CH2:8][C:9]([OH:11])=[O:10])=[CH:4][CH:3]=2)=[CH:16][CH:15]=1. (5) Given the reactants [CH3:1][O:2][C:3]1[CH:4]=[C:5](O)[C:6](=[C:9]([O:11][CH3:12])[CH:10]=1)[CH:7]=O.[CH3:14][O:15][C:16]1[CH:29]=[CH:28][C:19]([CH2:20][S:21]([CH2:24][C:25]([OH:27])=[O:26])(=[O:23])=[O:22])=[CH:18][CH:17]=1, predict the reaction product. The product is: [CH3:14][O:15][C:16]1[CH:17]=[CH:18][C:19]([CH2:20][S:21]([C:24]2[C:25](=[O:27])[O:26][C:5]3[C:6]([CH:7]=2)=[C:9]([O:11][CH3:12])[CH:10]=[C:3]([O:2][CH3:1])[CH:4]=3)(=[O:22])=[O:23])=[CH:28][CH:29]=1. (6) The product is: [CH3:1][N:2]([C:19]1[CH:24]=[CH:23][N:22]=[C:21]([S:25]([CH3:26])=[O:32])[N:20]=1)[C:3]1[CH:12]=[C:11]([C:13]2[CH:14]=[CH:15][CH:16]=[CH:17][CH:18]=2)[C:6]2[N:7]=[CH:8][N:9]([CH3:10])[C:5]=2[CH:4]=1. Given the reactants [CH3:1][N:2]([C:19]1[CH:24]=[CH:23][N:22]=[C:21]([S:25][CH3:26])[N:20]=1)[C:3]1[CH:12]=[C:11]([C:13]2[CH:18]=[CH:17][CH:16]=[CH:15][CH:14]=2)[C:6]2[N:7]=[CH:8][N:9]([CH3:10])[C:5]=2[CH:4]=1.ClC1C=C(C=CC=1)C(OO)=[O:32], predict the reaction product.